From a dataset of NCI-60 drug combinations with 297,098 pairs across 59 cell lines. Regression. Given two drug SMILES strings and cell line genomic features, predict the synergy score measuring deviation from expected non-interaction effect. (1) Drug 1: CC=C1C(=O)NC(C(=O)OC2CC(=O)NC(C(=O)NC(CSSCCC=C2)C(=O)N1)C(C)C)C(C)C. Drug 2: CC1=C(N=C(N=C1N)C(CC(=O)N)NCC(C(=O)N)N)C(=O)NC(C(C2=CN=CN2)OC3C(C(C(C(O3)CO)O)O)OC4C(C(C(C(O4)CO)O)OC(=O)N)O)C(=O)NC(C)C(C(C)C(=O)NC(C(C)O)C(=O)NCCC5=NC(=CS5)C6=NC(=CS6)C(=O)NCCC[S+](C)C)O. Cell line: MDA-MB-231. Synergy scores: CSS=35.6, Synergy_ZIP=-3.95, Synergy_Bliss=-2.21, Synergy_Loewe=-0.218, Synergy_HSA=1.51. (2) Drug 1: CC12CCC(CC1=CCC3C2CCC4(C3CC=C4C5=CN=CC=C5)C)O. Drug 2: C1CN(CCN1C(=O)CCBr)C(=O)CCBr. Cell line: NCI/ADR-RES. Synergy scores: CSS=12.6, Synergy_ZIP=-4.82, Synergy_Bliss=0.900, Synergy_Loewe=2.35, Synergy_HSA=2.19. (3) Drug 1: C1CN1P(=S)(N2CC2)N3CC3. Drug 2: CC1=C(C=C(C=C1)C(=O)NC2=CC(=CC(=C2)C(F)(F)F)N3C=C(N=C3)C)NC4=NC=CC(=N4)C5=CN=CC=C5. Cell line: CCRF-CEM. Synergy scores: CSS=29.7, Synergy_ZIP=-0.658, Synergy_Bliss=0.692, Synergy_Loewe=-8.72, Synergy_HSA=0.479.